This data is from NCI-60 drug combinations with 297,098 pairs across 59 cell lines. The task is: Regression. Given two drug SMILES strings and cell line genomic features, predict the synergy score measuring deviation from expected non-interaction effect. (1) Drug 1: C1=NC2=C(N1)C(=S)N=C(N2)N. Drug 2: CN1C(=O)N2C=NC(=C2N=N1)C(=O)N. Cell line: OVCAR-4. Synergy scores: CSS=17.9, Synergy_ZIP=-1.71, Synergy_Bliss=-0.0504, Synergy_Loewe=-25.7, Synergy_HSA=-2.93. (2) Drug 1: CN1C(=O)N2C=NC(=C2N=N1)C(=O)N. Drug 2: C1=CN(C=N1)CC(O)(P(=O)(O)O)P(=O)(O)O. Cell line: OVCAR-4. Synergy scores: CSS=-0.797, Synergy_ZIP=-0.706, Synergy_Bliss=-0.749, Synergy_Loewe=-1.83, Synergy_HSA=-1.56. (3) Drug 1: CS(=O)(=O)CCNCC1=CC=C(O1)C2=CC3=C(C=C2)N=CN=C3NC4=CC(=C(C=C4)OCC5=CC(=CC=C5)F)Cl. Drug 2: CN(CC1=CN=C2C(=N1)C(=NC(=N2)N)N)C3=CC=C(C=C3)C(=O)NC(CCC(=O)O)C(=O)O. Cell line: A498. Synergy scores: CSS=29.7, Synergy_ZIP=-10.2, Synergy_Bliss=-5.32, Synergy_Loewe=-37.3, Synergy_HSA=-5.04. (4) Drug 1: CC1OCC2C(O1)C(C(C(O2)OC3C4COC(=O)C4C(C5=CC6=C(C=C35)OCO6)C7=CC(=C(C(=C7)OC)O)OC)O)O. Drug 2: CC12CCC3C(C1CCC2OP(=O)(O)O)CCC4=C3C=CC(=C4)OC(=O)N(CCCl)CCCl.[Na+]. Cell line: BT-549. Synergy scores: CSS=32.7, Synergy_ZIP=-1.53, Synergy_Bliss=-3.79, Synergy_Loewe=-12.3, Synergy_HSA=-1.36.